Dataset: Full USPTO retrosynthesis dataset with 1.9M reactions from patents (1976-2016). Task: Predict the reactants needed to synthesize the given product. (1) Given the product [C:32]([O:31][C:29](=[O:30])[NH:17][CH:16]([C:6](=[O:37])[NH2:3])[CH2:15][CH2:14][CH2:13][CH2:12][NH:11][C:8](=[O:10])[CH3:9])([CH3:33])([CH3:34])[CH3:35], predict the reactants needed to synthesize it. The reactants are: C([N:3]([CH2:6]C)CC)C.[C:8]([NH:11][C@H:12](C(O)=O)[CH2:13][CH2:14][CH2:15][CH2:16][NH2:17])(=[O:10])[CH3:9].[C:29](O[C:29]([O:31][C:32]([CH3:35])([CH3:34])[CH3:33])=[O:30])([O:31][C:32]([CH3:35])([CH3:34])[CH3:33])=[O:30].C(=O)([O-])[OH:37].[Na+]. (2) The reactants are: [CH3:1][CH2:2][N:3]([CH2:6][CH2:7][NH:8][C:9]([C:11]1[C:12]([CH3:29])=[C:13](/[CH:17]=[C:18]2/[C:19]3[CH:20]=[C:21]([F:28])[CH:22]=[CH:23][C:24]=3[NH:25][C:26]/2=[O:27])[NH:14][C:15]=1[CH3:16])=[O:10])[CH2:4][CH3:5].[C:30]([OH:38])(=[O:37])[C@H:31]([CH2:33][C:34]([OH:36])=[O:35])[OH:32]. Given the product [CH3:1][CH2:2][N:3]([CH2:6][CH2:7][NH:8][C:9]([C:11]1[C:12]([CH3:29])=[C:13](/[CH:17]=[C:18]2/[C:19]3[CH:20]=[C:21]([F:28])[CH:22]=[CH:23][C:24]=3[NH:25][C:26]/2=[O:27])[NH:14][C:15]=1[CH3:16])=[O:10])[CH2:4][CH3:5].[C:30]([O-:38])(=[O:37])[C@H:31]([CH2:33][C:34]([O-:36])=[O:35])[OH:32], predict the reactants needed to synthesize it.